From a dataset of Reaction yield outcomes from USPTO patents with 853,638 reactions. Predict the reaction yield, written as a fraction of the theoretical maximum amount of product (1.0 means a 100% yield; for example, 0.34 means a 34% yield). (1) The reactants are CO[CH:3]1[CH2:7][CH2:6][CH:5](OC)[O:4]1.O=[C:11]([CH2:16]C(O)=O)[CH2:12]C(O)=O.Cl.[Br:21][C:22]1[CH:28]=[CH:27][C:25]([NH2:26])=[CH:24][CH:23]=1. The catalyst is O.CO. The product is [Br:21][C:22]1[CH:28]=[CH:27][C:25]([N:26]2[C@H:6]3[CH2:5][CH2:16][C@@H:11]2[CH2:12][C:3](=[O:4])[CH2:7]3)=[CH:24][CH:23]=1. The yield is 0.880. (2) The reactants are Cl[C:2]1[N:7]=[C:6]([C:8]([N:10]2[CH2:15][CH2:14][CH:13]([N:16]3[CH2:20][CH2:19][CH2:18][CH2:17]3)[CH2:12][CH2:11]2)=[O:9])[C:5]([CH3:21])=[CH:4][C:3]=1[C:22]1[CH:27]=[CH:26][CH:25]=[C:24]([C:28]([F:31])([F:30])[F:29])[CH:23]=1.[OH:32][C:33]1[N:38]=[C:37]([OH:39])[C:36](B(O)O)=[CH:35][N:34]=1.C1(P(C2CCCCC2)C2C=CC=CC=2C2C=CC=CC=2)CCCCC1.C(=O)([O-])[O-].[Na+].[Na+]. The catalyst is COCCOC.[Pd].C1(P(C2C=CC=CC=2)C2C=CC=CC=2)C=CC=CC=1.C1(P(C2C=CC=CC=2)C2C=CC=CC=2)C=CC=CC=1.C1(P(C2C=CC=CC=2)C2C=CC=CC=2)C=CC=CC=1.C1(P(C2C=CC=CC=2)C2C=CC=CC=2)C=CC=CC=1.O. The product is [OH:32][C:33]1[N:38]=[C:37]([OH:39])[C:36]([C:2]2[N:7]=[C:6]([C:8]([N:10]3[CH2:15][CH2:14][CH:13]([N:16]4[CH2:20][CH2:19][CH2:18][CH2:17]4)[CH2:12][CH2:11]3)=[O:9])[C:5]([CH3:21])=[CH:4][C:3]=2[C:22]2[CH:27]=[CH:26][CH:25]=[C:24]([C:28]([F:31])([F:30])[F:29])[CH:23]=2)=[CH:35][N:34]=1. The yield is 0.150. (3) The reactants are [F:1][C:2]1[CH:3]=[C:4]([N:8]2[CH2:12][CH:11]([CH2:13][OH:14])[O:10][C:9]2=[O:15])[CH:5]=[CH:6][CH:7]=1.[I:16]N1C(=O)CCC1=O. The catalyst is FC(F)(F)C(O)=O. The product is [F:1][C:2]1[CH:3]=[C:4]([N:8]2[CH2:12][C@H:11]([CH2:13][OH:14])[O:10][C:9]2=[O:15])[CH:5]=[CH:6][C:7]=1[I:16]. The yield is 0.880. (4) The reactants are CC(OC([N:8]1[CH2:13][CH2:12][CH:11]([O:14][C:15]2[CH:20]=[CH:19][C:18]([N:21]3[CH2:26][CH2:25][N:24]([C:27]([O:29][CH2:30][C:31]4[CH:36]=[CH:35][CH:34]=[CH:33][CH:32]=4)=[O:28])[CH2:23][CH2:22]3)=[CH:17][CH:16]=2)[CH2:10][CH2:9]1)=O)(C)C. The catalyst is FC(F)(F)C(O)=O.ClCCl. The product is [NH:8]1[CH2:13][CH2:12][CH:11]([O:14][C:15]2[CH:16]=[CH:17][C:18]([N:21]3[CH2:22][CH2:23][N:24]([C:27]([O:29][CH2:30][C:31]4[CH:36]=[CH:35][CH:34]=[CH:33][CH:32]=4)=[O:28])[CH2:25][CH2:26]3)=[CH:19][CH:20]=2)[CH2:10][CH2:9]1. The yield is 0.970. (5) The reactants are CC1(C)C(C)(C)OB([C:9]2[CH:14]=[CH:13][N:12]=[C:11]([NH:15][C:16](=[O:18])[CH3:17])[CH:10]=2)O1.Br[C:21]1[CH:22]=[C:23]([NH:27][C:28](=[O:35])[C:29]2[CH:34]=[CH:33][CH:32]=[CH:31][CH:30]=2)[CH:24]=[N:25][CH:26]=1.C(=O)([O-])[O-].[K+].[K+]. The catalyst is C1C=CC(P(C2C=CC=CC=2)[C-]2C=CC=C2)=CC=1.C1C=CC(P(C2C=CC=CC=2)[C-]2C=CC=C2)=CC=1.Cl[Pd]Cl.[Fe+2].O1CCOCC1.O. The product is [C:16]([NH:15][C:11]1[CH:10]=[C:9]([C:21]2[CH:26]=[N:25][CH:24]=[C:23]([NH:27][C:28](=[O:35])[C:29]3[CH:30]=[CH:31][CH:32]=[CH:33][CH:34]=3)[CH:22]=2)[CH:14]=[CH:13][N:12]=1)(=[O:18])[CH3:17]. The yield is 0.333. (6) The reactants are Cl.[F:2][C:3]([F:34])([F:33])[C:4]1[CH:5]=[C:6]([CH:26]=[C:27]([C:29]([F:32])([F:31])[F:30])[CH:28]=1)[CH2:7][N:8]([CH3:25])[C:9]([C@@H:11]1[CH2:16][CH2:15][NH:14][CH2:13][C@H:12]1[C:17]1[CH:22]=[CH:21][C:20]([F:23])=[CH:19][C:18]=1[CH3:24])=[O:10].[Cl:35][CH2:36][C:37]([N:39]([CH3:41])[CH3:40])=[O:38].[Na+].[I-].Cl.C(OCC)(=O)C. The catalyst is CN(C=O)C.O.CCN(CC)CC. The product is [ClH:35].[F:34][C:3]([F:2])([F:33])[C:4]1[CH:5]=[C:6]([CH:26]=[C:27]([C:29]([F:30])([F:31])[F:32])[CH:28]=1)[CH2:7][N:8]([CH3:25])[C:9]([C@@H:11]1[CH2:16][CH2:15][N:14]([CH2:36][C:37]([N:39]([CH3:41])[CH3:40])=[O:38])[CH2:13][C@H:12]1[C:17]1[CH:22]=[CH:21][C:20]([F:23])=[CH:19][C:18]=1[CH3:24])=[O:10]. The yield is 0.730. (7) The catalyst is C(#N)C.CN(C)C1C=CN=CC=1. The reactants are [CH:1]1([CH2:7][O:8][C:9]2[CH:14]=[C:13]([O:15][CH2:16][CH2:17][O:18][CH3:19])[CH:12]=[CH:11][C:10]=2/[CH:20]=[CH:21]/[C:22]([OH:24])=O)[CH2:6][CH2:5][CH2:4][CH2:3][CH2:2]1.Cl.C(N=C=NCCCN(C)C)C.[CH2:37]([S:42]([NH2:45])(=[O:44])=[O:43])[CH2:38][CH2:39][CH2:40][CH3:41]. The product is [CH:1]1([CH2:7][O:8][C:9]2[CH:14]=[C:13]([O:15][CH2:16][CH2:17][O:18][CH3:19])[CH:12]=[CH:11][C:10]=2/[CH:20]=[CH:21]/[C:22]([NH:45][S:42]([CH2:37][CH2:38][CH2:39][CH2:40][CH3:41])(=[O:44])=[O:43])=[O:24])[CH2:2][CH2:3][CH2:4][CH2:5][CH2:6]1. The yield is 0.250.